This data is from Full USPTO retrosynthesis dataset with 1.9M reactions from patents (1976-2016). The task is: Predict the reactants needed to synthesize the given product. (1) Given the product [CH3:22][O:21][C:16]1[C:17]([O:19][CH3:20])=[CH:18][C:13]([C:12]2[C:11]([C:5]3[CH:6]=[CH:7][C:8]([O:9][CH3:10])=[C:3]([O:2][CH3:1])[CH:4]=3)=[C:31]([C:27]([O:29][CH3:30])=[O:28])[N:32]=[N:33][C:34]=2[C:37]([O:39][CH3:40])=[O:38])=[C:14]([O:23][CH2:24][O:25][CH3:26])[CH:15]=1, predict the reactants needed to synthesize it. The reactants are: [CH3:1][O:2][C:3]1[CH:4]=[C:5]([C:11]#[C:12][C:13]2[CH:18]=[C:17]([O:19][CH3:20])[C:16]([O:21][CH3:22])=[CH:15][C:14]=2[O:23][CH2:24][O:25][CH3:26])[CH:6]=[CH:7][C:8]=1[O:9][CH3:10].[C:27]([C:31]1[N:32]=[N:33][C:34]([C:37]([O:39][CH3:40])=[O:38])=NN=1)([O:29][CH3:30])=[O:28].N1C=NN=CN=1.CCOC(C)=O.C(Cl)Cl. (2) Given the product [NH:16]1[CH:15]=[C:14]([C:13]2[CH:12]=[C:11]3[C:7]([CH:8]=[N:9][NH:10]3)=[CH:6][C:5]=2[O:4][C:3]2[CH:25]=[CH:26][C:27]([NH2:29])=[CH:28][C:2]=2[F:1])[CH:18]=[N:17]1, predict the reactants needed to synthesize it. The reactants are: [F:1][C:2]1[CH:28]=[C:27]([N+:29]([O-])=O)[CH:26]=[CH:25][C:3]=1[O:4][C:5]1[CH:6]=[C:7]2[C:11](=[CH:12][C:13]=1[C:14]1[CH:15]=[N:16][NH:17][CH:18]=1)[N:10](C1CCCCO1)[N:9]=[CH:8]2.C(OC(N1C=C(C2C=C3C(C=NN3C3CCCCO3)=CC=2OC2C=CC([N+]([O-])=O)=CC=2F)C=N1)=O)(C)(C)C.C([O-])(O)=O.[Na+].CCOC(C)=O.